Task: Regression. Given a peptide amino acid sequence and an MHC pseudo amino acid sequence, predict their binding affinity value. This is MHC class II binding data.. Dataset: Peptide-MHC class II binding affinity with 134,281 pairs from IEDB (1) The peptide sequence is VTMLLMLLPTALAFH. The MHC is DRB1_0101 with pseudo-sequence DRB1_0101. The binding affinity (normalized) is 1.00. (2) The peptide sequence is AAATAGTTVYQAFAA. The MHC is HLA-DQA10102-DQB10602 with pseudo-sequence HLA-DQA10102-DQB10602. The binding affinity (normalized) is 0.753. (3) The peptide sequence is ALVGAALHPFALLLV. The MHC is DRB4_0103 with pseudo-sequence DRB4_0103. The binding affinity (normalized) is 0.834. (4) The MHC is DRB1_1101 with pseudo-sequence DRB1_1101. The peptide sequence is FVRIQPGQTFSVLAC. The binding affinity (normalized) is 0.563.